From a dataset of Reaction yield outcomes from USPTO patents with 853,638 reactions. Predict the reaction yield, written as a fraction of the theoretical maximum amount of product (1.0 means a 100% yield; for example, 0.34 means a 34% yield). (1) The reactants are Br[C:2]1[C:11]2[C:6](=[CH:7][CH:8]=[CH:9][CH:10]=2)[C:5]([S:12]([NH:15][C:16]([CH3:19])([CH3:18])[CH3:17])(=[O:14])=[O:13])=[CH:4][CH:3]=1.O.[NH2:21][NH2:22]. The catalyst is O(C(O)C)C. The product is [C:16]([NH:15][S:12]([C:5]1[C:6]2[C:11](=[CH:10][CH:9]=[CH:8][CH:7]=2)[C:2]([NH:21][NH2:22])=[CH:3][CH:4]=1)(=[O:14])=[O:13])([CH3:19])([CH3:18])[CH3:17]. The yield is 0.350. (2) The reactants are [CH:1]([O:4][C:5]1[CH:13]=[C:12]2[C:8]([CH:9]=[CH:10][NH:11]2)=[CH:7][C:6]=1[O:14][C:15]1[CH:20]=[CH:19][N:18]=[C:17]([NH:21]C(=O)C)[CH:16]=1)([CH3:3])[CH3:2].C[O-].[Na+].O.C(OCC)(=O)C. The catalyst is CO. The product is [CH:1]([O:4][C:5]1[CH:13]=[C:12]2[C:8]([CH:9]=[CH:10][NH:11]2)=[CH:7][C:6]=1[O:14][C:15]1[CH:20]=[CH:19][N:18]=[C:17]([NH2:21])[CH:16]=1)([CH3:3])[CH3:2]. The yield is 0.660. (3) The yield is 0.300. The reactants are [Br:1][C:2]1[C:3](=[O:29])[N:4]([C:19]2[CH:20]=[C:21]([CH:25]=[CH:26][C:27]=2[F:28])[C:22](O)=[O:23])[C:5]([CH3:18])=[CH:6][C:7]=1[O:8][CH2:9][C:10]1[CH:15]=[CH:14][C:13]([F:16])=[CH:12][C:11]=1[F:17].ClC(OCC(C)C)=O.[CH3:38][N:39]1CCOC[CH2:40]1.CN. The catalyst is CN(C)C=O. The product is [Br:1][C:2]1[C:3](=[O:29])[N:4]([C:19]2[CH:20]=[C:21]([CH:25]=[CH:26][C:27]=2[F:28])[C:22]([N:39]([CH3:40])[CH3:38])=[O:23])[C:5]([CH3:18])=[CH:6][C:7]=1[O:8][CH2:9][C:10]1[CH:15]=[CH:14][C:13]([F:16])=[CH:12][C:11]=1[F:17].